From a dataset of Full USPTO retrosynthesis dataset with 1.9M reactions from patents (1976-2016). Predict the reactants needed to synthesize the given product. (1) Given the product [ClH:1].[N:18]1[CH:23]=[CH:22][C:21]([N:24]2[CH2:25][CH2:26][CH:27]([C:28]([NH:16][C:11]3[CH:12]=[CH:13][CH:14]=[CH:15][C:10]=3[C:9]([NH:8][C:4]3[CH:5]=[CH:6][CH:7]=[C:2]([Cl:1])[CH:3]=3)=[O:17])=[O:29])[CH2:31][CH2:32]2)=[CH:20][CH:19]=1, predict the reactants needed to synthesize it. The reactants are: [Cl:1][C:2]1[CH:3]=[C:4]([NH:8][C:9](=[O:17])[C:10]2[CH:15]=[CH:14][CH:13]=[CH:12][C:11]=2[NH2:16])[CH:5]=[CH:6][CH:7]=1.[N:18]1[CH:23]=[CH:22][C:21]([N:24]2[CH2:32][CH2:31][CH:27]([C:28](Cl)=[O:29])[CH2:26][CH2:25]2)=[CH:20][CH:19]=1. (2) Given the product [F:1][C:2]1[CH:3]=[C:4]([CH:34]=[CH:35][C:36]=1[F:37])[CH2:5][C:6]1([CH2:29][OH:30])[CH2:11][CH2:10][CH2:9][N:8]2[C:12]([C:15]3[CH:20]=[CH:19][C:18]([C:21]4[O:25][C:24]([CH3:26])=[N:23][CH:22]=4)=[C:17]([O:27][CH3:28])[CH:16]=3)=[N:13][N:14]=[C:7]12, predict the reactants needed to synthesize it. The reactants are: [F:1][C:2]1[CH:3]=[C:4]([CH:34]=[CH:35][C:36]=1[F:37])[CH2:5][C:6]1([C:29](OCC)=[O:30])[CH2:11][CH2:10][CH2:9][N:8]2[C:12]([C:15]3[CH:20]=[CH:19][C:18]([C:21]4[O:25][C:24]([CH3:26])=[N:23][CH:22]=4)=[C:17]([O:27][CH3:28])[CH:16]=3)=[N:13][N:14]=[C:7]12.[H-].[Al+3].[Li+].[H-].[H-].[H-].O.O.O.O.O.O.O.O.O.O.S([O-])([O-])(=O)=O.[Na+].[Na+].